From a dataset of Peptide-MHC class II binding affinity with 134,281 pairs from IEDB. Regression. Given a peptide amino acid sequence and an MHC pseudo amino acid sequence, predict their binding affinity value. This is MHC class II binding data. (1) The peptide sequence is LLGLLAPLASAQLSR. The MHC is DRB5_0101 with pseudo-sequence DRB5_0101. The binding affinity (normalized) is 0.614. (2) The peptide sequence is YDKFLANVSTVLTRK. The MHC is DRB1_1001 with pseudo-sequence DRB1_1001. The binding affinity (normalized) is 0.755. (3) The peptide sequence is NNQNFFWAVKPKVVR. The MHC is H-2-IAb with pseudo-sequence H-2-IAb. The binding affinity (normalized) is 0.451. (4) The peptide sequence is QFGTMPSLTMACMAK. The MHC is DRB1_0901 with pseudo-sequence DRB1_0901. The binding affinity (normalized) is 0.394. (5) The peptide sequence is VPILLNNPNLFWAVK. The MHC is DRB1_0802 with pseudo-sequence DRB1_0802. The binding affinity (normalized) is 0.453.